This data is from Forward reaction prediction with 1.9M reactions from USPTO patents (1976-2016). The task is: Predict the product of the given reaction. (1) Given the reactants C(OC([NH:8][C:9]1[C:18]2[C:13](=[CH:14][CH:15]=[CH:16][CH:17]=2)[C:12]([O:19][C:20]2[CH:25]=[CH:24][N:23]=[C:22]([NH:26]C(=O)OC(C)(C)C)[N:21]=2)=[CH:11][CH:10]=1)=O)(C)(C)C.C(O)(C(F)(F)F)=O, predict the reaction product. The product is: [NH2:8][C:9]1[C:18]2[C:13](=[CH:14][CH:15]=[CH:16][CH:17]=2)[C:12]([O:19][C:20]2[CH:25]=[CH:24][N:23]=[C:22]([NH2:26])[N:21]=2)=[CH:11][CH:10]=1. (2) Given the reactants [C:1]([O:5][C:6]([N:8]1[CH2:12][C@H:11]([F:13])[C@@H:10]([O:14][CH3:15])[C@H:9]1[C:16]([OH:18])=O)=[O:7])([CH3:4])([CH3:3])[CH3:2].C(OC(N1C[C@@H](OC)[C@H](F)[C@H]1C(O)=O)=O)(C)(C)C.ClC(N(C)C)=C(C)C.[Br:45][C:46]1[C:47]([F:53])=[C:48]([CH:50]=[CH:51][CH:52]=1)[NH2:49].CCN(C(C)C)C(C)C, predict the reaction product. The product is: [C:1]([O:5][C:6]([N:8]1[CH2:12][C@H:11]([F:13])[C@@H:10]([O:14][CH3:15])[C@H:9]1[C:16](=[O:18])[NH:49][C:48]1[CH:50]=[CH:51][CH:52]=[C:46]([Br:45])[C:47]=1[F:53])=[O:7])([CH3:2])([CH3:3])[CH3:4]. (3) Given the reactants [CH3:1][O:2][CH2:3][CH2:4][C:5]([NH:7][C:8]1[CH:13]=[CH:12][CH:11]=[C:10](B2OC(C)(C)C(C)(C)O2)[CH:9]=1)=[O:6].Br[C:24]1[C:32]2[S:31][C:30]([CH2:33][OH:34])=[CH:29][C:28]=2[CH:27]=[CH:26][CH:25]=1, predict the reaction product. The product is: [OH:34][CH2:33][C:30]1[S:31][C:32]2[C:24]([C:10]3[CH:9]=[C:8]([NH:7][C:5](=[O:6])[CH2:4][CH2:3][O:2][CH3:1])[CH:13]=[CH:12][CH:11]=3)=[CH:25][CH:26]=[CH:27][C:28]=2[CH:29]=1. (4) Given the reactants [N+](=[CH:3]C(C=[N+]=[N-])=O)=[N-].C([NH:16][C@H:17]([C:33]([OH:35])=[O:34])[CH2:18][C:19]1[CH:24]=[CH:23][C:22]([O:25]C(OC(C)(C)C)=O)=[CH:21][CH:20]=1)(OC(C)(C)C)=O, predict the reaction product. The product is: [CH3:3][O:35][C:33](=[O:34])[C@H:17]([CH2:18][C:19]1[CH:20]=[CH:21][C:22]([OH:25])=[CH:23][CH:24]=1)[NH2:16].